The task is: Predict the reactants needed to synthesize the given product.. This data is from Full USPTO retrosynthesis dataset with 1.9M reactions from patents (1976-2016). (1) Given the product [CH2:31]([N:20]1[C:21](=[O:28])[C:22]2[C:27](=[CH:26][CH:25]=[CH:24][CH:23]=2)[C:18]([C:10]2[C:11]3[C:16](=[CH:15][CH:14]=[C:13]([Cl:17])[CH:12]=3)[N:8]([CH2:7][C:6]([OH:5])=[O:30])[C:9]=2[CH3:29])=[N:19]1)[C:32]1[CH:37]=[CH:36][CH:35]=[CH:34][CH:33]=1, predict the reactants needed to synthesize it. The reactants are: C([O:5][C:6](=[O:30])[CH2:7][N:8]1[C:16]2[C:11](=[CH:12][C:13]([Cl:17])=[CH:14][CH:15]=2)[C:10]([C:18]2[C:27]3[C:22](=[CH:23][CH:24]=[CH:25][CH:26]=3)[C:21](=[O:28])[NH:20][N:19]=2)=[C:9]1[CH3:29])(C)(C)C.[CH2:31](Br)[C:32]1[CH:37]=[CH:36][CH:35]=[CH:34][CH:33]=1. (2) Given the product [C:21]([O:20][C:18]([NH:17][CH2:16][C@H:13]1[CH2:14][CH2:15][C@H:10]([C:8]([NH:7][C@H:6]([C:25]([OH:27])=[O:26])[CH2:5][C:4]2[CH:28]=[CH:29][CH:30]=[C:2]([C:39]3[CH:40]=[N:41][C:42]([N:45]4[CH2:50][CH2:49][O:48][CH2:47][CH2:46]4)=[N:43][CH:44]=3)[CH:3]=2)=[O:9])[CH2:11][CH2:12]1)=[O:19])([CH3:24])([CH3:23])[CH3:22], predict the reactants needed to synthesize it. The reactants are: Br[C:2]1[CH:3]=[C:4]([CH:28]=[CH:29][CH:30]=1)[CH2:5][C@@H:6]([C:25]([OH:27])=[O:26])[NH:7][C:8]([C@H:10]1[CH2:15][CH2:14][C@H:13]([CH2:16][NH:17][C:18]([O:20][C:21]([CH3:24])([CH3:23])[CH3:22])=[O:19])[CH2:12][CH2:11]1)=[O:9].CC1(C)C(C)(C)OB([C:39]2[CH:40]=[N:41][C:42]([N:45]3[CH2:50][CH2:49][O:48][CH2:47][CH2:46]3)=[N:43][CH:44]=2)O1.C(=O)([O-])[O-].[Na+].[Na+].O.